Dataset: Forward reaction prediction with 1.9M reactions from USPTO patents (1976-2016). Task: Predict the product of the given reaction. (1) The product is: [C:1]([O:5][C:6]([N:8]1[CH2:9][CH:10]=[CH:11][CH2:12][CH2:13]1)=[O:7])([CH3:4])([CH3:2])[CH3:3]. Given the reactants [C:1]([O:5][C:6]([N:8]1[CH2:13][CH2:12][CH:11](OS(C)(=O)=O)[CH2:10][CH2:9]1)=[O:7])([CH3:4])([CH3:3])[CH3:2], predict the reaction product. (2) Given the reactants O.[OH-].[Li+].C([O:6][C:7]([C:9]1[CH:13]=[C:12]([C:14]2[CH:19]=[N:18][C:17]([CH3:20])=[CH:16][N:15]=2)[N:11]([C:21]2[CH:22]=[N:23][C:24]([CH3:27])=[CH:25][CH:26]=2)[N:10]=1)=[O:8])C.Cl, predict the reaction product. The product is: [CH3:20][C:17]1[N:18]=[CH:19][C:14]([C:12]2[N:11]([C:21]3[CH:22]=[N:23][C:24]([CH3:27])=[CH:25][CH:26]=3)[N:10]=[C:9]([C:7]([OH:8])=[O:6])[CH:13]=2)=[N:15][CH:16]=1. (3) Given the reactants [O:1]=[C:2]1[CH2:6][CH2:5][N:4]([C:7]([O:9][CH2:10][C:11]2[CH:16]=[CH:15][CH:14]=[CH:13][CH:12]=2)=[O:8])[CH2:3]1.[CH2:17](O)[CH2:18][OH:19].O.C1(C)C=CC(S(O)(=O)=O)=CC=1.C1(C)C=CC=CC=1, predict the reaction product. The product is: [O:19]1[C:2]2([CH2:6][CH2:5][N:4]([C:7]([O:9][CH2:10][C:11]3[CH:16]=[CH:15][CH:14]=[CH:13][CH:12]=3)=[O:8])[CH2:3]2)[O:1][CH2:17][CH2:18]1. (4) Given the reactants [Br:1][C:2]1[CH:10]=[CH:9][C:5]([C:6]([OH:8])=[O:7])=[C:4]([F:11])[CH:3]=1.C(=O)([O-])[O-].[K+].[K+].[CH2:18](Br)[C:19]1[CH:24]=[CH:23][CH:22]=[CH:21][CH:20]=1, predict the reaction product. The product is: [Br:1][C:2]1[CH:10]=[CH:9][C:5]([C:6]([O:8][CH2:18][C:19]2[CH:24]=[CH:23][CH:22]=[CH:21][CH:20]=2)=[O:7])=[C:4]([F:11])[CH:3]=1.